This data is from Full USPTO retrosynthesis dataset with 1.9M reactions from patents (1976-2016). The task is: Predict the reactants needed to synthesize the given product. (1) Given the product [OH:17][CH:13]1[CH2:14][CH2:15][CH2:16][N:11]([C:2]2[CH:9]=[CH:8][CH:7]=[CH:6][C:3]=2[C:4]#[N:5])[CH2:12]1, predict the reactants needed to synthesize it. The reactants are: F[C:2]1[CH:9]=[CH:8][CH:7]=[CH:6][C:3]=1[C:4]#[N:5].Cl.[NH:11]1[CH2:16][CH2:15][CH2:14][CH:13]([OH:17])[CH2:12]1.C(=O)([O-])[O-].[K+].[K+]. (2) Given the product [NH2:5][C:4]1[N:6]=[C:18]([C:20]2[CH:21]=[CH:22][C:23]([C:24]([NH:26][CH2:27][C:28]3[CH:33]=[CH:32][CH:31]=[C:30]([O:34][CH3:35])[CH:29]=3)=[O:25])=[CH:36][CH:37]=2)[CH:17]=[CH:16][N:3]=1, predict the reactants needed to synthesize it. The reactants are: [Na].Cl.[NH2:3][C:4]([NH2:6])=[NH:5].[O-]CC.[Na+].CCO.CN(C)/[CH:16]=[CH:17]/[C:18]([C:20]1[CH:37]=[CH:36][C:23]([C:24]([NH:26][CH2:27][C:28]2[CH:33]=[CH:32][CH:31]=[C:30]([O:34][CH3:35])[CH:29]=2)=[O:25])=[CH:22][CH:21]=1)=O. (3) Given the product [O:6]1[CH2:11][CH2:10][CH2:9][CH2:8][CH:7]1[O:12][N:13]=[C:3]([CH3:4])[CH2:2][OH:1], predict the reactants needed to synthesize it. The reactants are: [OH:1][CH2:2][C:3](=O)[CH3:4].[O:6]1[CH2:11][CH2:10][CH2:9][CH2:8][CH:7]1[O:12][NH2:13].C(O)(=O)C. (4) Given the product [Cl:6][C:7]1[CH:12]=[CH:11][C:10]([C:13]2[CH:14]=[CH:15][C:16]([C:19]#[C:20][C:21]3[CH:22]=[CH:23][C:24]([O:28][CH2:29][CH2:30][N:31]4[CH2:32][CH2:33][CH2:34][CH2:35]4)=[C:25]([NH:27][S:2]([CH3:1])(=[O:4])=[O:3])[CH:26]=3)=[N:17][CH:18]=2)=[CH:9][CH:8]=1, predict the reactants needed to synthesize it. The reactants are: [CH3:1][S:2](Cl)(=[O:4])=[O:3].[Cl:6][C:7]1[CH:12]=[CH:11][C:10]([C:13]2[CH:14]=[CH:15][C:16]([C:19]#[C:20][C:21]3[CH:22]=[CH:23][C:24]([O:28][CH2:29][CH2:30][N:31]4[CH2:35][CH2:34][CH2:33][CH2:32]4)=[C:25]([NH2:27])[CH:26]=3)=[N:17][CH:18]=2)=[CH:9][CH:8]=1.N1C=CC=CC=1.C([O-])([O-])=O.[Na+].[Na+]. (5) Given the product [Cl:1][C:2]1[C:23]([Cl:24])=[CH:22][C:5]2[N:6]([CH2:14][O:15][CH2:16][CH2:17][Si:18]([CH3:21])([CH3:20])[CH3:19])[C:7]([CH2:9][CH2:10][CH2:11][CH:12]=[O:13])=[N:8][C:4]=2[CH:3]=1, predict the reactants needed to synthesize it. The reactants are: [Cl:1][C:2]1[C:23]([Cl:24])=[CH:22][C:5]2[N:6]([CH2:14][O:15][CH2:16][CH2:17][Si:18]([CH3:21])([CH3:20])[CH3:19])[C:7]([CH2:9][CH2:10][CH2:11][CH2:12][OH:13])=[N:8][C:4]=2[CH:3]=1.CC(OI1(OC(C)=O)(OC(C)=O)OC(=O)C2C=CC=CC1=2)=O. (6) Given the product [Cl:20][C:17]1[CH:18]=[CH:19][C:14]([C:11]2[C:10]3[CH:21]=[CH:22][C:7]([O:6][CH2:5][CH2:4][CH2:3][CH2:2][N:27]([CH2:26][CH2:25][O:24][CH3:23])[CH3:28])=[CH:8][C:9]=3[S:13][N:12]=2)=[CH:15][CH:16]=1, predict the reactants needed to synthesize it. The reactants are: Br[CH2:2][CH2:3][CH2:4][CH2:5][O:6][C:7]1[CH:22]=[CH:21][C:10]2[C:11]([C:14]3[CH:19]=[CH:18][C:17]([Cl:20])=[CH:16][CH:15]=3)=[N:12][S:13][C:9]=2[CH:8]=1.[CH3:23][O:24][CH2:25][CH2:26][NH:27][CH3:28]. (7) Given the product [NH:1]([C:35]([CH3:37])=[O:36])[C@@H:2]([C:18]([N:20]1[CH2:34][CH2:33][CH2:32][C@@H:21]1[C:22]([NH:24][C@@H:25]([C:29]([NH2:31])=[O:30])[CH:26]([CH3:28])[CH3:27])=[O:23])=[O:19])[CH2:3][CH2:4][CH2:5][CH2:6][NH2:7], predict the reactants needed to synthesize it. The reactants are: [NH:1]([C:35]([CH3:37])=[O:36])[C@@H:2]([C:18]([N:20]1[CH2:34][CH2:33][CH2:32][C@@H:21]1[C:22]([NH:24][C@@H:25]([C:29]([NH2:31])=[O:30])[CH:26]([CH3:28])[CH3:27])=[O:23])=[O:19])[CH2:3][CH2:4][CH2:5][CH2:6][NH:7]C(OCC1C=CC=CC=1)=O.CC(O)=O.O.[H][H]. (8) Given the product [F:1][C:2]1[C:9]([F:10])=[CH:8][C:5]([CH:6]=[O:7])=[C:4]([O:11][C@H:15]([CH2:14][CH:13]=[CH2:12])[CH3:16])[CH:3]=1, predict the reactants needed to synthesize it. The reactants are: [F:1][C:2]1[C:9]([F:10])=[CH:8][C:5]([CH:6]=[O:7])=[C:4]([OH:11])[CH:3]=1.[CH3:12][C@@H:13](O)[CH2:14][CH:15]=[CH2:16].C1(P(C2C=CC=CC=2)C2C=CC=CC=2)C=CC=CC=1.CC(OC(/N=N/C(OC(C)C)=O)=O)C.